This data is from Full USPTO retrosynthesis dataset with 1.9M reactions from patents (1976-2016). The task is: Predict the reactants needed to synthesize the given product. Given the product [C:27]([C:14]1[CH:15]=[C:16]2[C:21](=[CH:22][C:13]=1[O:12][C:11]1[CH:29]=[CH:30][C:8]([C:6]([OH:7])=[O:5])=[CH:9][CH:10]=1)[O:20][CH2:19][CH2:18][CH:17]2[C:23]([O:25][CH3:26])=[O:24])#[N:28], predict the reactants needed to synthesize it. The reactants are: C([O:5][C:6]([C:8]1[CH:30]=[CH:29][C:11]([O:12][C:13]2[CH:22]=[C:21]3[C:16]([CH:17]([C:23]([O:25][CH3:26])=[O:24])[CH2:18][CH2:19][O:20]3)=[CH:15][C:14]=2[C:27]#[N:28])=[CH:10][CH:9]=1)=[O:7])(C)(C)C.C(O)(C(F)(F)F)=O.